From a dataset of Full USPTO retrosynthesis dataset with 1.9M reactions from patents (1976-2016). Predict the reactants needed to synthesize the given product. (1) The reactants are: O[CH2:2][CH2:3][CH2:4][CH2:5][CH2:6][C:7]1[C:13]2[CH:14]=[CH:15][C:16]([OH:18])=[CH:17][C:12]=2[CH2:11][CH2:10][CH2:9][C:8]=1[C:19]1[CH:24]=[CH:23][C:22]([S:25]([CH3:28])(=[O:27])=[O:26])=[CH:21][CH:20]=1.C1(P(C2C=CC=CC=2)C2C=CC=CC=2)C=CC=CC=1.C(Br)(Br)(Br)[Br:49]. Given the product [Br:49][CH2:2][CH2:3][CH2:4][CH2:5][CH2:6][C:7]1[C:13]2[CH:14]=[CH:15][C:16]([OH:18])=[CH:17][C:12]=2[CH2:11][CH2:10][CH2:9][C:8]=1[C:19]1[CH:24]=[CH:23][C:22]([S:25]([CH3:28])(=[O:27])=[O:26])=[CH:21][CH:20]=1, predict the reactants needed to synthesize it. (2) Given the product [CH2:15]([C@H:16]1[CH2:17][O:19][C:23](=[O:24])[NH:21]1)[C:11]1[CH:10]=[CH:9][CH:14]=[CH:13][CH:12]=1, predict the reactants needed to synthesize it. The reactants are: C(Cl)(=O)C(Cl)=O.C([C:9]1[CH:10]=[C:11](/[CH:15]=[CH:16]/[C:17]([OH:19])=O)[CH:12]=[CH:13][CH:14]=1)#N.C[N:21]([CH:23]=[O:24])C. (3) Given the product [F:1][C:2]1[CH:7]=[CH:6][C:5]([C:8]2[N:12]=[CH:11][N:10]([CH3:13])[C:9]=2[C:14]2[CH:19]=[CH:18][N:17]=[C:16]([NH:20][C:21]([NH2:29])=[O:28])[CH:15]=2)=[CH:4][CH:3]=1, predict the reactants needed to synthesize it. The reactants are: [F:1][C:2]1[CH:7]=[CH:6][C:5]([C:8]2[N:12]=[CH:11][N:10]([CH3:13])[C:9]=2[C:14]2[CH:19]=[CH:18][N:17]=[C:16]([NH2:20])[CH:15]=2)=[CH:4][CH:3]=1.[C:21]([N:29]=C=O)(=[O:28])C1C=CC=CC=1.C(O)C.C(=O)([O-])[O-].[K+].[K+].